This data is from TCR-epitope binding with 47,182 pairs between 192 epitopes and 23,139 TCRs. The task is: Binary Classification. Given a T-cell receptor sequence (or CDR3 region) and an epitope sequence, predict whether binding occurs between them. (1) The epitope is TLIGDCATV. The TCR CDR3 sequence is CASQTVATDTQYF. Result: 1 (the TCR binds to the epitope). (2) The epitope is LPPAYTNSF. The TCR CDR3 sequence is CASSHKDREKSSPLHF. Result: 1 (the TCR binds to the epitope).